Dataset: Full USPTO retrosynthesis dataset with 1.9M reactions from patents (1976-2016). Task: Predict the reactants needed to synthesize the given product. (1) Given the product [CH3:1][O:2][C:3](=[O:39])[C:4]1[CH:9]=[CH:8][C:7]([CH2:10][C@@H:11]([C:12]([OH:13])=[O:40])[C:27]2[CH:32]=[CH:31][C:30]([CH:33]=[CH:34][C:35]([CH3:38])([CH3:37])[CH3:36])=[CH:29][CH:28]=2)=[CH:6][CH:5]=1, predict the reactants needed to synthesize it. The reactants are: [CH3:1][O:2][C:3](=[O:39])[C:4]1[CH:9]=[CH:8][C:7]([CH2:10][CH:11]([C:27]2[CH:32]=[CH:31][C:30]([CH:33]=[CH:34][C:35]([CH3:38])([CH3:37])[CH3:36])=[CH:29][CH:28]=2)[C:12](N2[C@H](CC3C=CC=CC=3)COC2=O)=[O:13])=[CH:6][CH:5]=1.[OH:40]O.[Li+].[OH-]. (2) Given the product [F:54][C:2]([F:1])([F:53])[C:3]1[CH:4]=[C:5]([CH:46]=[C:47]([C:49]([F:50])([F:51])[F:52])[CH:48]=1)[CH2:6][N:7]([CH2:23][C:24]1[CH:29]=[C:28]([C:30]([F:33])([F:32])[F:31])[CH:27]=[C:26]([CH3:34])[C:25]=1[C:35]1[CH:40]=[C:39]([CH:41]([CH3:43])[CH3:42])[CH:38]=[CH:37][C:36]=1[O:44][CH3:45])[C:8]1[N:9]=[CH:10][C:11]([O:14][CH2:15][CH2:16][CH2:17][C:18]([OH:20])=[O:19])=[CH:12][N:13]=1, predict the reactants needed to synthesize it. The reactants are: [F:1][C:2]([F:54])([F:53])[C:3]1[CH:4]=[C:5]([CH:46]=[C:47]([C:49]([F:52])([F:51])[F:50])[CH:48]=1)[CH2:6][N:7]([CH2:23][C:24]1[CH:29]=[C:28]([C:30]([F:33])([F:32])[F:31])[CH:27]=[C:26]([CH3:34])[C:25]=1[C:35]1[CH:40]=[C:39]([CH:41]([CH3:43])[CH3:42])[CH:38]=[CH:37][C:36]=1[O:44][CH3:45])[C:8]1[N:13]=[CH:12][C:11]([O:14][CH2:15][CH2:16][CH2:17][C:18]([O:20]CC)=[O:19])=[CH:10][N:9]=1.[OH-].[Na+].Cl.C(OCC)(=O)C. (3) Given the product [OH:7][CH2:6][CH:5]([N:8]1[CH2:14][CH2:13][C:12]2[CH:15]=[CH:16][C:17]([C:19]3[N:23]=[C:22]([C:24]4[CH:25]=[C:26]([C:34]#[N:35])[C:27]([O:30][CH2:31][CH2:32][CH3:33])=[N:28][CH:29]=4)[O:21][N:20]=3)=[CH:18][C:11]=2[CH2:10][CH2:9]1)[CH2:4][OH:3], predict the reactants needed to synthesize it. The reactants are: CC1(C)[O:7][CH2:6][CH:5]([N:8]2[CH2:14][CH2:13][C:12]3[CH:15]=[CH:16][C:17]([C:19]4[N:23]=[C:22]([C:24]5[CH:25]=[C:26]([C:34]#[N:35])[C:27]([O:30][CH2:31][CH2:32][CH3:33])=[N:28][CH:29]=5)[O:21][N:20]=4)=[CH:18][C:11]=3[CH2:10][CH2:9]2)[CH2:4][O:3]1.Cl.